From a dataset of Full USPTO retrosynthesis dataset with 1.9M reactions from patents (1976-2016). Predict the reactants needed to synthesize the given product. (1) Given the product [CH3:34][O:35][C:36](=[O:43])[C@@H:37]([NH:42][C:30]([C:19]1[N:20]=[C:21]([CH2:24][CH:25]2[CH2:26][CH2:27][CH2:28][CH2:29]2)[C:22]2[C:17]([CH:18]=1)=[CH:16][CH:15]=[C:14]([C:12](=[O:13])[NH:11][CH:8]1[CH2:9][CH2:10][CH:5]([C:1]([CH3:4])([CH3:3])[CH3:2])[CH2:6][CH2:7]1)[CH:23]=2)=[O:31])[C:38]([CH3:41])([CH3:40])[CH3:39], predict the reactants needed to synthesize it. The reactants are: [C:1]([CH:5]1[CH2:10][CH2:9][CH:8]([NH:11][C:12]([C:14]2[CH:23]=[C:22]3[C:17]([CH:18]=[C:19]([C:30](O)=[O:31])[N:20]=[C:21]3[CH2:24][CH:25]3[CH2:29][CH2:28][CH2:27][CH2:26]3)=[CH:16][CH:15]=2)=[O:13])[CH2:7][CH2:6]1)([CH3:4])([CH3:3])[CH3:2].Cl.[CH3:34][O:35][C:36](=[O:43])[C@@H:37]([NH2:42])[C:38]([CH3:41])([CH3:40])[CH3:39].CN(C(ON1N=NC2C=CC=CC1=2)=[N+](C)C)C.F[P-](F)(F)(F)(F)F.CCN(C(C)C)C(C)C. (2) The reactants are: [CH3:1][C:2]1[N:25]([CH3:26])[C:5]2[CH:6]=[C:7]([C:20]([O:22]CC)=[O:21])[C:8]3[CH2:9][CH2:10][CH:11]([C:14]4[CH:19]=[CH:18][CH:17]=[CH:16][CH:15]=4)[NH:12][C:13]=3[C:4]=2[N:3]=1.Cl. Given the product [CH3:1][C:2]1[N:25]([CH3:26])[C:5]2[CH:6]=[C:7]([C:20]([OH:22])=[O:21])[C:8]3[CH2:9][CH2:10][CH:11]([C:14]4[CH:19]=[CH:18][CH:17]=[CH:16][CH:15]=4)[NH:12][C:13]=3[C:4]=2[N:3]=1, predict the reactants needed to synthesize it. (3) Given the product [C:1]([O:20][CH2:21][C@H:22]1[O:26][C@@H:25]([N:27]2[CH:35]=[C:33]([CH3:34])[C:31](=[O:32])[NH:30][C:28]2=[O:29])[CH2:24][C@H:23]1[OH:36])([C:2]1[CH:3]=[CH:4][CH:5]=[CH:6][CH:7]=1)([C:14]1[CH:19]=[CH:18][CH:17]=[CH:16][CH:15]=1)[C:8]1[CH:9]=[CH:10][CH:11]=[CH:12][CH:13]=1, predict the reactants needed to synthesize it. The reactants are: [C:1]([O:20][CH2:21][C@H:22]1[O:26][C@@H:25]([N:27]2[CH:35]=[C:33]([CH3:34])[C:31](=[O:32])[NH:30][C:28]2=[O:29])[CH2:24][C@@H:23]1[OH:36])([C:14]1[CH:19]=[CH:18][CH:17]=[CH:16][CH:15]=1)([C:8]1[CH:13]=[CH:12][CH:11]=[CH:10][CH:9]=1)[C:2]1[CH:7]=[CH:6][CH:5]=[CH:4][CH:3]=1.C(N(CC)CC)C.S(Cl)(C)(=O)=O.[OH-].[Na+]. (4) Given the product [CH3:21][C:19]1[N:20]=[C:15]([NH:14][C:9]([NH:5][C:3](=[O:4])[C:2]([CH3:7])([CH3:6])[CH3:1])=[O:10])[CH:16]=[CH:17][C:18]=1[O:22][C:23]1[CH:28]=[CH:27][N:26]=[C:25]([NH:29][C:30](=[O:33])[CH2:31][CH3:32])[CH:24]=1, predict the reactants needed to synthesize it. The reactants are: [CH3:1][C:2]([CH3:7])([CH3:6])[C:3]([NH2:5])=[O:4].C(Cl)(=O)[C:9](Cl)=[O:10].[NH2:14][C:15]1[N:20]=[C:19]([CH3:21])[C:18]([O:22][C:23]2[CH:28]=[CH:27][N:26]=[C:25]([NH:29][C:30](=[O:33])[CH2:31][CH3:32])[CH:24]=2)=[CH:17][CH:16]=1. (5) The reactants are: [N+:1]([C:4]1[CH:9]=[CH:8][C:7]([N:10]2[CH2:15][CH2:14][O:13][CH2:12][C:11]2=[O:16])=[C:6]([F:17])[CH:5]=1)([O-])=O. Given the product [NH2:1][C:4]1[CH:9]=[CH:8][C:7]([N:10]2[CH2:15][CH2:14][O:13][CH2:12][C:11]2=[O:16])=[C:6]([F:17])[CH:5]=1, predict the reactants needed to synthesize it. (6) Given the product [Cl:5][C:6]1[C:7]([C:15]2[CH:20]=[CH:19][CH:18]=[CH:17][C:16]=2[F:21])=[CH:8][C:9]([OH:13])=[C:10]([I:12])[CH:11]=1, predict the reactants needed to synthesize it. The reactants are: B(Br)(Br)Br.[Cl:5][C:6]1[CH:11]=[C:10]([I:12])[C:9]([O:13]C)=[CH:8][C:7]=1[C:15]1[CH:20]=[CH:19][CH:18]=[CH:17][C:16]=1[F:21].